This data is from NCI-60 drug combinations with 297,098 pairs across 59 cell lines. The task is: Regression. Given two drug SMILES strings and cell line genomic features, predict the synergy score measuring deviation from expected non-interaction effect. (1) Drug 1: CCCCC(=O)OCC(=O)C1(CC(C2=C(C1)C(=C3C(=C2O)C(=O)C4=C(C3=O)C=CC=C4OC)O)OC5CC(C(C(O5)C)O)NC(=O)C(F)(F)F)O. Drug 2: C1CN(CCN1C(=O)CCBr)C(=O)CCBr. Cell line: LOX IMVI. Synergy scores: CSS=58.7, Synergy_ZIP=1.60, Synergy_Bliss=2.14, Synergy_Loewe=-1.10, Synergy_HSA=4.39. (2) Synergy scores: CSS=35.9, Synergy_ZIP=-0.552, Synergy_Bliss=-1.11, Synergy_Loewe=0.423, Synergy_HSA=0.993. Drug 2: CCCCC(=O)OCC(=O)C1(CC(C2=C(C1)C(=C3C(=C2O)C(=O)C4=C(C3=O)C=CC=C4OC)O)OC5CC(C(C(O5)C)O)NC(=O)C(F)(F)F)O. Cell line: DU-145. Drug 1: COC1=C(C=C2C(=C1)N=CN=C2NC3=CC(=C(C=C3)F)Cl)OCCCN4CCOCC4. (3) Drug 1: C1=NC(=NC(=O)N1C2C(C(C(O2)CO)O)O)N. Drug 2: C1CC(=O)NC(=O)C1N2C(=O)C3=CC=CC=C3C2=O. Cell line: MDA-MB-231. Synergy scores: CSS=33.0, Synergy_ZIP=-8.79, Synergy_Bliss=-0.673, Synergy_Loewe=-33.3, Synergy_HSA=-1.97. (4) Drug 1: C1=CC(=CC=C1C#N)C(C2=CC=C(C=C2)C#N)N3C=NC=N3. Drug 2: C1=CN(C=N1)CC(O)(P(=O)(O)O)P(=O)(O)O. Cell line: NCI/ADR-RES. Synergy scores: CSS=3.34, Synergy_ZIP=-0.808, Synergy_Bliss=0.588, Synergy_Loewe=2.45, Synergy_HSA=-0.605. (5) Drug 2: C1CN(P(=O)(OC1)NCCCl)CCCl. Synergy scores: CSS=22.6, Synergy_ZIP=-6.90, Synergy_Bliss=0.948, Synergy_Loewe=0.863, Synergy_HSA=0.624. Drug 1: CCC1=C2CN3C(=CC4=C(C3=O)COC(=O)C4(CC)O)C2=NC5=C1C=C(C=C5)O. Cell line: SF-268. (6) Drug 1: CN(C(=O)NC(C=O)C(C(C(CO)O)O)O)N=O. Drug 2: C1C(C(OC1N2C=NC3=C2NC=NCC3O)CO)O. Cell line: HCT116. Synergy scores: CSS=58.9, Synergy_ZIP=-0.818, Synergy_Bliss=-3.44, Synergy_Loewe=-3.28, Synergy_HSA=-1.95. (7) Drug 1: COCCOC1=C(C=C2C(=C1)C(=NC=N2)NC3=CC=CC(=C3)C#C)OCCOC. Drug 2: CC1(CCCN1)C2=NC3=C(C=CC=C3N2)C(=O)N. Cell line: NCI-H460. Synergy scores: CSS=20.1, Synergy_ZIP=-5.73, Synergy_Bliss=-3.17, Synergy_Loewe=-16.5, Synergy_HSA=-1.11.